Dataset: Reaction yield outcomes from USPTO patents with 853,638 reactions. Task: Predict the reaction yield, written as a fraction of the theoretical maximum amount of product (1.0 means a 100% yield; for example, 0.34 means a 34% yield). (1) The reactants are [CH2:1]([N:8]1[CH:16]=[C:15]2[C:10]([CH:11]=[C:12]([C:17]3[CH:18]=[C:19]([CH:27]4[CH2:32][CH2:31][NH:30][CH2:29][CH2:28]4)[N:20]4[C:25]=3[C:24]([NH2:26])=[N:23][CH:22]=[N:21]4)[CH:13]=[CH:14]2)=[N:9]1)[C:2]1[CH:7]=[CH:6][CH:5]=[CH:4][CH:3]=1.[CH3:33][N:34]([CH3:39])[S:35](Cl)(=[O:37])=[O:36].C(N(CC)CC)C. The catalyst is C1(C)C=CC=CC=1. The product is [NH2:26][C:24]1[C:25]2=[C:17]([C:12]3[CH:13]=[CH:14][C:15]4[C:10]([CH:11]=3)=[N:9][N:8]([CH2:1][C:2]3[CH:3]=[CH:4][CH:5]=[CH:6][CH:7]=3)[CH:16]=4)[CH:18]=[C:19]([CH:27]3[CH2:32][CH2:31][N:30]([S:35]([N:34]([CH3:39])[CH3:33])(=[O:37])=[O:36])[CH2:29][CH2:28]3)[N:20]2[N:21]=[CH:22][N:23]=1. The yield is 0.990. (2) The reactants are [NH2:1][CH:2]1[C:10]2[C:9]([OH:11])=[CH:8][CH:7]=[CH:6][C:5]=2[CH2:4][CH2:3]1.[CH2:12]([O:14]C=O)C. No catalyst specified. The product is [OH:11][C:9]1[CH:8]=[CH:7][CH:6]=[C:5]2[C:10]=1[CH:2]([NH:1][CH:12]=[O:14])[CH2:3][CH2:4]2. The yield is 0.930. (3) The reactants are [Cl:1][C:2]1[CH:18]=[C:17]([Cl:19])[CH:16]=[CH:15][C:3]=1[CH2:4][NH:5][C:6](=[O:14])[C:7]1[CH:12]=[CH:11][C:10]([OH:13])=[N:9][CH:8]=1.Br[CH2:21][C:22]1[CH:27]=[CH:26][C:25]([S:28]([CH3:31])(=[O:30])=[O:29])=[CH:24][CH:23]=1.C(=O)([O-])[O-].[K+].[K+]. The catalyst is C(#N)C. The product is [Cl:1][C:2]1[CH:18]=[C:17]([Cl:19])[CH:16]=[CH:15][C:3]=1[CH2:4][NH:5][C:6]([C:7]1[CH:12]=[CH:11][C:10](=[O:13])[N:9]([CH2:21][C:22]2[CH:23]=[CH:24][C:25]([S:28]([CH3:31])(=[O:30])=[O:29])=[CH:26][CH:27]=2)[CH:8]=1)=[O:14]. The yield is 0.0730. (4) The reactants are [CH3:1][N:2]([CH3:24])[C:3]([S:5][C:6]1[C:16]2[CH2:15][CH2:14][N:13](C(=O)C(F)(F)F)[CH2:12][CH2:11][C:10]=2[CH:9]=[CH:8][C:7]=1[CH3:23])=[O:4].C(=O)([O-])[O-].[K+].[K+].C(N(CC)CC)C.[C:46](O[C:46]([O:48][C:49]([CH3:52])([CH3:51])[CH3:50])=[O:47])([O:48][C:49]([CH3:52])([CH3:51])[CH3:50])=[O:47]. The catalyst is CO.O.C(Cl)Cl. The product is [C:49]([O:48][C:46]([N:13]1[CH2:14][CH2:15][C:16]2[C:6]([S:5][C:3](=[O:4])[N:2]([CH3:24])[CH3:1])=[C:7]([CH3:23])[CH:8]=[CH:9][C:10]=2[CH2:11][CH2:12]1)=[O:47])([CH3:50])([CH3:51])[CH3:52]. The yield is 0.990. (5) The product is [C:1]([C:5]1[NH:9][C:8](=[O:10])[N:7]([C:11]2[CH:16]=[CH:15][C:14]([O:17][C:18]3[CH:23]=[CH:22][N:21]=[C:20]([C:24]4[CH:25]=[N:26][N:27]([CH2:29][CH2:30][OH:31])[CH:28]=4)[CH:19]=3)=[C:13]([CH3:38])[N:12]=2)[N:6]=1)([CH3:4])([CH3:3])[CH3:2]. The catalyst is CC#N.O. The yield is 0.820. The reactants are [C:1]([C:5]1[NH:9][C:8](=[O:10])[N:7]([C:11]2[CH:16]=[CH:15][C:14]([O:17][C:18]3[CH:23]=[CH:22][N:21]=[C:20]([C:24]4[CH:25]=[N:26][N:27]([CH2:29][CH2:30][O:31]C5CCCCO5)[CH:28]=4)[CH:19]=3)=[C:13]([CH3:38])[N:12]=2)[N:6]=1)([CH3:4])([CH3:3])[CH3:2].Cl.C([O-])(O)=O.[Na+]. (6) The reactants are [F:1][C:2]([F:22])([F:21])[C:3]1[CH:20]=[CH:19][C:6]([O:7][C:8]2[CH:13]=[CH:12][C:11]([NH:14][S:15]([CH3:18])(=[O:17])=[O:16])=[CH:10][CH:9]=2)=[CH:5][CH:4]=1.C([O-])([O-])=O.[K+].[K+].[C:29]([O:34][CH3:35])(=[O:33])[C@@H:30]1[O:32][CH2:31]1.CCOCC.O. The catalyst is [Cl-].C([N+](CC)(CC)CC)C1C=CC=CC=1.O1CCOCC1. The product is [OH:32][C@@H:30]([C:29]([O:34][CH3:35])=[O:33])[CH2:31][N:14]([C:11]1[CH:12]=[CH:13][C:8]([O:7][C:6]2[CH:19]=[CH:20][C:3]([C:2]([F:1])([F:21])[F:22])=[CH:4][CH:5]=2)=[CH:9][CH:10]=1)[S:15]([CH3:18])(=[O:16])=[O:17]. The yield is 0.830. (7) The reactants are CS([O:5][CH2:6][C:7]1[CH:8]=[C:9]2[C:14](=[CH:15][CH:16]=1)[N:13]=[CH:12][CH:11]=[CH:10]2)(=O)=O.[OH-].[Na+].[C:19]([O:23][C:24](O[C:24]([O:23][C:19]([CH3:22])([CH3:21])[CH3:20])=[O:25])=[O:25])([CH3:22])([CH3:21])[CH3:20]. The catalyst is C1COCC1.O. The product is [C:19]([O:23][C:24]([N:13]1[C:14]2[C:9](=[CH:8][C:7]([CH2:6][OH:5])=[CH:16][CH:15]=2)[CH2:10][CH2:11][CH2:12]1)=[O:25])([CH3:22])([CH3:21])[CH3:20]. The yield is 0.720.